This data is from Peptide-MHC class I binding affinity with 185,985 pairs from IEDB/IMGT. The task is: Regression. Given a peptide amino acid sequence and an MHC pseudo amino acid sequence, predict their binding affinity value. This is MHC class I binding data. (1) The peptide sequence is AVFDSFVER. The MHC is HLA-A68:02 with pseudo-sequence HLA-A68:02. The binding affinity (normalized) is 0.0847. (2) The peptide sequence is DVDTSASEIK. The MHC is HLA-A03:01 with pseudo-sequence HLA-A03:01. The binding affinity (normalized) is 0.224. (3) The peptide sequence is YMHGSIHEV. The MHC is HLA-A02:06 with pseudo-sequence HLA-A02:06. The binding affinity (normalized) is 0.885.